Task: Predict the product of the given reaction.. Dataset: Forward reaction prediction with 1.9M reactions from USPTO patents (1976-2016) Given the reactants [NH2:1][C:2]1[CH:7]=[CH:6][C:5]([O:8][CH2:9][C:10]#[CH:11])=[CH:4][C:3]=1[C:12]([C:14]1[CH:19]=[CH:18][C:17]([CH:20]2[CH2:22][CH2:21]2)=[CH:16][CH:15]=1)=[O:13].[CH:23](=O)[C:24]1[CH:29]=[CH:28][CH:27]=[CH:26][CH:25]=1.CC(O)=O.[Na], predict the reaction product. The product is: [CH2:23]([NH:1][C:2]1[CH:7]=[CH:6][C:5]([O:8][CH2:9][C:10]#[CH:11])=[CH:4][C:3]=1[C:12]([C:14]1[CH:15]=[CH:16][C:17]([CH:20]2[CH2:21][CH2:22]2)=[CH:18][CH:19]=1)=[O:13])[C:24]1[CH:29]=[CH:28][CH:27]=[CH:26][CH:25]=1.